This data is from Forward reaction prediction with 1.9M reactions from USPTO patents (1976-2016). The task is: Predict the product of the given reaction. (1) Given the reactants [CH3:1][C:2]1[CH:3]=[C:4]([C:8]2[CH:9]=[CH:10][C:11]([C:19]3[CH:24]=[N:23][CH:22]=[CH:21][N:20]=3)=[C:12]([CH:18]=2)[C:13]([O:15]CC)=[O:14])[CH:5]=[N:6][CH:7]=1.[OH-].[Li+].Cl, predict the reaction product. The product is: [CH3:1][C:2]1[CH:3]=[C:4]([C:8]2[CH:9]=[CH:10][C:11]([C:19]3[CH:24]=[N:23][CH:22]=[CH:21][N:20]=3)=[C:12]([CH:18]=2)[C:13]([OH:15])=[O:14])[CH:5]=[N:6][CH:7]=1. (2) Given the reactants [N:1]1[CH:6]=[CH:5][C:4]([N:7]2[CH2:12][CH2:11][CH:10]([C:13](Cl)=[O:14])[CH2:9][CH2:8]2)=[CH:3][CH:2]=1.Cl.[NH2:17][CH2:18][CH:19]([NH:28][S:29]([C:32]1[CH:41]=[CH:40][C:39]2[C:34](=[CH:35][CH:36]=[CH:37][CH:38]=2)[CH:33]=1)(=[O:31])=[O:30])[C:20]([N:22]1[CH2:27][CH2:26][CH2:25][CH2:24][CH2:23]1)=[O:21], predict the reaction product. The product is: [CH:33]1[C:34]2[C:39](=[CH:38][CH:37]=[CH:36][CH:35]=2)[CH:40]=[CH:41][C:32]=1[S:29]([NH:28][CH:19]([C:20]([N:22]1[CH2:27][CH2:26][CH2:25][CH2:24][CH2:23]1)=[O:21])[CH2:18][NH:17][C:13]([CH:10]1[CH2:11][CH2:12][N:7]([C:4]2[CH:5]=[CH:6][N:1]=[CH:2][CH:3]=2)[CH2:8][CH2:9]1)=[O:14])(=[O:30])=[O:31]. (3) Given the reactants [F:1][C:2]1[C:3]([CH2:29][CH2:30][C:31]2[S:32][CH:33]=[C:34]([CH:36]([CH3:38])[CH3:37])[N:35]=2)=[CH:4][C:5]2[N:6]([CH:28]=1)[C:7](=[O:27])[C:8](/[CH:18]=[CH:19]/[C:20]([O:22]C(C)(C)C)=[O:21])=[C:9]([N:11]1[CH2:16][CH2:15][CH2:14][CH:13]([OH:17])[CH2:12]1)[N:10]=2, predict the reaction product. The product is: [F:1][C:2]1[C:3]([CH2:29][CH2:30][C:31]2[S:32][CH:33]=[C:34]([CH:36]([CH3:38])[CH3:37])[N:35]=2)=[CH:4][C:5]2[N:6]([CH:28]=1)[C:7](=[O:27])[C:8](/[CH:18]=[CH:19]/[C:20]([OH:22])=[O:21])=[C:9]([N:11]1[CH2:16][CH2:15][CH2:14][CH:13]([OH:17])[CH2:12]1)[N:10]=2. (4) Given the reactants [Cl:1][C:2]1[CH:7]=[C:6]2[NH:8][C:9](=[O:35])[C:10]3([CH:15]([C:16]4[CH:21]=[CH:20][CH:19]=[C:18]([Cl:22])[CH:17]=4)[CH2:14][C:13](=[O:23])[NH:12][CH:11]3[C:24]3[CH:29]=[C:28](I)[CH:27]=[CH:26][C:25]=3[O:31][CH2:32][CH2:33][OH:34])[C:5]2=[CH:4][CH:3]=1.[C:36]1(P(C2C=CC=CC=2)C2C=CC=CC=2)C=CC=C[CH:37]=1.C([Sn](CCCC)(CCCC)C=C)CCC, predict the reaction product. The product is: [Cl:1][C:2]1[CH:7]=[C:6]2[NH:8][C:9](=[O:35])[C:10]3([CH:15]([C:16]4[CH:21]=[CH:20][CH:19]=[C:18]([Cl:22])[CH:17]=4)[CH2:14][C:13](=[O:23])[NH:12][CH:11]3[C:24]3[CH:29]=[C:28]([CH:36]=[CH2:37])[CH:27]=[CH:26][C:25]=3[O:31][CH2:32][CH2:33][OH:34])[C:5]2=[CH:4][CH:3]=1. (5) Given the reactants Cl[C:2]1[N:11]=[CH:10][C:9]2[N:8]([CH3:12])[C:7](=[O:13])[C@@H:6]([CH2:14][CH3:15])[N:5]([CH:16]3[CH2:20][CH2:19][CH2:18][CH2:17]3)[C:4]=2[N:3]=1.[C:21]([C:24]1[CH:29]=[CH:28][CH:27]=[CH:26][CH:25]=1)(=[O:23])[CH3:22].C1C=CC(P(C2C(C3C(P(C4C=CC=CC=4)C4C=CC=CC=4)=CC=C4C=3C=CC=C4)=C3C(C=CC=C3)=CC=2)C2C=CC=CC=2)=CC=1.C([O-])([O-])=O.[Cs+].[Cs+], predict the reaction product. The product is: [CH:16]1([N:5]2[C:4]3[N:3]=[C:2]([CH2:22][C:21](=[O:23])[C:24]4[CH:29]=[CH:28][CH:27]=[CH:26][CH:25]=4)[N:11]=[CH:10][C:9]=3[N:8]([CH3:12])[C:7](=[O:13])[C@H:6]2[CH2:14][CH3:15])[CH2:20][CH2:19][CH2:18][CH2:17]1. (6) Given the reactants [CH3:1][O:2][C:3]1[S:7][C:6]2=[N:8][C:9]([C:11]([OH:13])=O)=[CH:10][N:5]2[N:4]=1.C(Cl)(=O)C([Cl:17])=O, predict the reaction product. The product is: [CH3:1][O:2][C:3]1[S:7][C:6]2=[N:8][C:9]([C:11]([Cl:17])=[O:13])=[CH:10][N:5]2[N:4]=1. (7) Given the reactants C([O:3][C:4](=[O:23])[C:5]([O:15][C:16]1[CH:17]=[C:18]([CH3:22])[CH:19]=[CH:20][CH:21]=1)([CH3:14])[CH2:6][C:7]1[CH:12]=[CH:11][C:10]([OH:13])=[CH:9][CH:8]=1)C.[C:24]1([C:49]2[CH:54]=[CH:53][CH:52]=[CH:51][CH:50]=2)[CH:29]=[CH:28][CH:27]=[C:26]([C:30]2[O:31][C:32]([CH3:48])=[C:33]([CH2:35][CH2:36]OS(C3C=CC(C)=CC=3)(=O)=O)[N:34]=2)[CH:25]=1.C([O-])([O-])=O.[K+].[K+].[OH-].[Na+], predict the reaction product. The product is: [C:24]1([C:49]2[CH:50]=[CH:51][CH:52]=[CH:53][CH:54]=2)[CH:29]=[CH:28][CH:27]=[C:26]([C:30]2[O:31][C:32]([CH3:48])=[C:33]([CH2:35][CH2:36][O:13][C:10]3[CH:11]=[CH:12][C:7]([CH2:6][C:5]([CH3:14])([O:15][C:16]4[CH:17]=[C:18]([CH3:22])[CH:19]=[CH:20][CH:21]=4)[C:4]([OH:3])=[O:23])=[CH:8][CH:9]=3)[N:34]=2)[CH:25]=1.